The task is: Regression. Given two drug SMILES strings and cell line genomic features, predict the synergy score measuring deviation from expected non-interaction effect.. This data is from NCI-60 drug combinations with 297,098 pairs across 59 cell lines. (1) Drug 1: C1C(C(OC1N2C=NC3=C(N=C(N=C32)Cl)N)CO)O. Drug 2: CC1C(C(CC(O1)OC2CC(OC(C2O)C)OC3=CC4=CC5=C(C(=O)C(C(C5)C(C(=O)C(C(C)O)O)OC)OC6CC(C(C(O6)C)O)OC7CC(C(C(O7)C)O)OC8CC(C(C(O8)C)O)(C)O)C(=C4C(=C3C)O)O)O)O. Cell line: HOP-62. Synergy scores: CSS=58.2, Synergy_ZIP=0.624, Synergy_Bliss=-1.16, Synergy_Loewe=-3.66, Synergy_HSA=-1.96. (2) Drug 1: C1=CC(=CC=C1CC(C(=O)O)N)N(CCCl)CCCl.Cl. Drug 2: CC1=C(C(=CC=C1)Cl)NC(=O)C2=CN=C(S2)NC3=CC(=NC(=N3)C)N4CCN(CC4)CCO. Cell line: A549. Synergy scores: CSS=50.7, Synergy_ZIP=-9.58, Synergy_Bliss=2.08, Synergy_Loewe=-21.9, Synergy_HSA=3.01. (3) Drug 1: C1CN(CCN1C(=O)CCBr)C(=O)CCBr. Drug 2: CC1C(C(CC(O1)OC2CC(CC3=C2C(=C4C(=C3O)C(=O)C5=C(C4=O)C(=CC=C5)OC)O)(C(=O)CO)O)N)O.Cl. Cell line: OVCAR-5. Synergy scores: CSS=22.7, Synergy_ZIP=-2.86, Synergy_Bliss=-6.65, Synergy_Loewe=-8.31, Synergy_HSA=-5.42. (4) Drug 1: CS(=O)(=O)CCNCC1=CC=C(O1)C2=CC3=C(C=C2)N=CN=C3NC4=CC(=C(C=C4)OCC5=CC(=CC=C5)F)Cl. Drug 2: CC(C)(C#N)C1=CC=C(C=C1)N2C3=C4C=C(C=CC4=NC=C3N(C2=O)C)C5=CC6=CC=CC=C6N=C5. Cell line: SW-620. Synergy scores: CSS=52.6, Synergy_ZIP=6.27, Synergy_Bliss=5.28, Synergy_Loewe=-40.1, Synergy_HSA=4.11. (5) Drug 1: CCC1=CC2CC(C3=C(CN(C2)C1)C4=CC=CC=C4N3)(C5=C(C=C6C(=C5)C78CCN9C7C(C=CC9)(C(C(C8N6C)(C(=O)OC)O)OC(=O)C)CC)OC)C(=O)OC.C(C(C(=O)O)O)(C(=O)O)O. Drug 2: CC1=C2C(C(=O)C3(C(CC4C(C3C(C(C2(C)C)(CC1OC(=O)C(C(C5=CC=CC=C5)NC(=O)C6=CC=CC=C6)O)O)OC(=O)C7=CC=CC=C7)(CO4)OC(=O)C)O)C)OC(=O)C. Cell line: K-562. Synergy scores: CSS=82.7, Synergy_ZIP=2.28, Synergy_Bliss=3.76, Synergy_Loewe=1.75, Synergy_HSA=3.33. (6) Drug 1: COC1=C(C=C2C(=C1)N=CN=C2NC3=CC(=C(C=C3)F)Cl)OCCCN4CCOCC4. Drug 2: CC(CN1CC(=O)NC(=O)C1)N2CC(=O)NC(=O)C2. Cell line: UACC62. Synergy scores: CSS=33.4, Synergy_ZIP=-5.14, Synergy_Bliss=1.26, Synergy_Loewe=4.23, Synergy_HSA=5.53.